This data is from Full USPTO retrosynthesis dataset with 1.9M reactions from patents (1976-2016). The task is: Predict the reactants needed to synthesize the given product. (1) Given the product [S:1]1[C:5]2[CH:6]=[CH:7][CH:8]=[CH:9][C:4]=2[N:3]=[C:2]1[NH:10][C:11]([C:13]1[CH:14]=[CH:15][CH:16]=[C:17]2[C:22]=1[CH2:21][N:20]([C:23]1[N:28]=[C:27]([C:29]([O:31][C:32]([CH3:35])([CH3:34])[CH3:33])=[O:30])[C:26]([C:36]3[CH:41]=[CH:40][CH:39]=[C:38]([CH2:57][CH:52]4[CH2:53][CH2:54][CH2:55][CH2:56][CH2:51]4)[C:37]=3[CH3:43])=[CH:25][CH:24]=1)[CH2:19][CH2:18]2)=[O:12], predict the reactants needed to synthesize it. The reactants are: [S:1]1[C:5]2[CH:6]=[CH:7][CH:8]=[CH:9][C:4]=2[N:3]=[C:2]1[NH:10][C:11]([C:13]1[CH:14]=[CH:15][CH:16]=[C:17]2[C:22]=1[CH2:21][N:20]([C:23]1[N:28]=[C:27]([C:29]([O:31][C:32]([CH3:35])([CH3:34])[CH3:33])=[O:30])[C:26]([C:36]3[CH:41]=[CH:40][CH:39]=[C:38](Cl)[C:37]=3[CH3:43])=[CH:25][CH:24]=1)[CH2:19][CH2:18]2)=[O:12].C1(P(C2CCCCC2)[C:51]2[CH:56]=[CH:55][CH:54]=[CH:53][C:52]=2[C:57]2C(OC(C)C)=CC=CC=2OC(C)C)CCCCC1. (2) Given the product [C:39]([C:33]1[C:31]2[O:32][P:26]([O:25][C:14]3[C:15]([C:21]([CH3:24])([CH3:22])[CH3:23])=[CH:16][C:17]([O:19][CH3:20])=[CH:18][C:13]=3[C:7]3[CH:8]=[C:9]([O:11][CH3:12])[CH:10]=[C:5]([C:1]([CH3:2])([CH3:3])[CH3:4])[C:6]=3[O:53][P:61]([Cl:63])[Cl:62])[O:27][C:28]3[C:46]([C:47]([CH3:50])([CH3:49])[CH3:48])=[CH:45][C:44]([O:51][CH3:52])=[CH:43][C:29]=3[C:30]=2[CH:36]=[C:35]([O:37][CH3:38])[CH:34]=1)([CH3:40])([CH3:41])[CH3:42], predict the reactants needed to synthesize it. The reactants are: [C:1]([C:5]1[CH:10]=[C:9]([O:11][CH3:12])[CH:8]=[C:7]([C:13]2[CH:18]=[C:17]([O:19][CH3:20])[CH:16]=[C:15]([C:21]([CH3:24])([CH3:23])[CH3:22])[C:14]=2[O:25][P:26]2[O:32][C:31]3[C:33]([C:39]([CH3:42])([CH3:41])[CH3:40])=[CH:34][C:35]([O:37][CH3:38])=[CH:36][C:30]=3[C:29]3[CH:43]=[C:44]([O:51][CH3:52])[CH:45]=[C:46]([C:47]([CH3:50])([CH3:49])[CH3:48])[C:28]=3[O:27]2)[C:6]=1[OH:53])([CH3:4])([CH3:3])[CH3:2].C(N(CC)CC)C.[P:61](Cl)([Cl:63])[Cl:62]. (3) The reactants are: [CH3:1][C:2]1[C:6]2[CH:7]=[N:8][CH:9]=[CH:10][C:5]=2[N:4]([NH2:11])[CH:3]=1.[F:12][C:13]1[CH:14]=[C:15]([C:19]2[N:24]=[C:23]([CH3:25])[C:22]([C:26](O)=[O:27])=[CH:21][N:20]=2)[CH:16]=[CH:17][CH:18]=1.CN(C(ON1N=NC2C=CC=NC1=2)=[N+](C)C)C.F[P-](F)(F)(F)(F)F.CCN(C(C)C)C(C)C.C([O-])(O)=O.[Na+]. Given the product [CH3:1][C:2]1[C:6]2[CH:7]=[N:8][CH:9]=[CH:10][C:5]=2[N:4]([NH:11][C:26]([C:22]2[C:23]([CH3:25])=[N:24][C:19]([C:15]3[CH:16]=[CH:17][CH:18]=[C:13]([F:12])[CH:14]=3)=[N:20][CH:21]=2)=[O:27])[CH:3]=1, predict the reactants needed to synthesize it. (4) Given the product [NH2:3][C:4]1[CH:5]=[C:6]([C:12]2[CH2:17][CH2:16][N:15]([C:18]([O:20][C:21]([CH3:24])([CH3:23])[CH3:22])=[O:19])[CH2:14][CH:13]=2)[CH:7]=[CH:8][C:9]=1[C:10]#[N:11], predict the reactants needed to synthesize it. The reactants are: O=C1[NH:11][CH2:10][C:9]2[C:4](=[CH:5][C:6]([C:12]3[CH2:17][CH2:16][N:15]([C:18]([O:20][C:21]([CH3:24])([CH3:23])[CH3:22])=[O:19])[CH2:14][CH:13]=3)=[CH:7][CH:8]=2)[NH:3]1.NC1C=C(Br)C=CC=1C#N.B([O-])[O-]. (5) Given the product [Cl:1][C:2]1[CH:3]=[C:4]([C:9]2([OH:37])[CH2:13][CH2:12][N:11]([C:14]3[CH:19]=[CH:18][C:17]([O:20][CH3:21])=[C:16]([O:22][CH2:23][CH2:24][N:25]4[CH2:26][CH2:27][CH:28]([CH3:31])[CH2:29][CH2:30]4)[CH:15]=3)[C:10]2=[O:32])[CH:5]=[CH:6][C:7]=1[Cl:8], predict the reactants needed to synthesize it. The reactants are: [Cl:1][C:2]1[CH:3]=[C:4]([CH:9]2[CH2:13][CH2:12][N:11]([C:14]3[CH:19]=[CH:18][C:17]([O:20][CH3:21])=[C:16]([O:22][CH2:23][CH2:24][N:25]4[CH2:30][CH2:29][CH:28]([CH3:31])[CH2:27][CH2:26]4)[CH:15]=3)[C:10]2=[O:32])[CH:5]=[CH:6][C:7]=1[Cl:8].C([O:37][K])(C)(C)C.C([O-])(O)=O.[Na+]. (6) Given the product [O:14]1[CH:15]=[CH:16][CH:17]=[C:13]1[C:10]1[CH2:9][NH:8][CH2:12][CH:11]=1, predict the reactants needed to synthesize it. The reactants are: C(OC([N:8]1[CH2:12][CH:11]=[C:10]([C:13]2[O:14][CH:15]=[CH:16][CH:17]=2)[CH2:9]1)=O)(C)(C)C. (7) Given the product [CH2:27]([N:20]1[C:21]2[C:22](=[N:23][CH:24]=[CH:25][CH:26]=2)[C:18]([C:15]2[CH:14]=[CH:13][C:12]([C:10]([C:2]3[N:1]([CH3:31])[C:5]4[CH:6]=[CH:7][CH:8]=[CH:9][C:4]=4[N:3]=3)=[O:11])=[CH:17][CH:16]=2)=[N:19]1)[CH3:28], predict the reactants needed to synthesize it. The reactants are: [NH:1]1[C:5]2[CH:6]=[CH:7][CH:8]=[CH:9][C:4]=2[N:3]=[C:2]1[C:10]([C:12]1[CH:17]=[CH:16][C:15]([C:18]2[C:22]3=[N:23][CH:24]=[CH:25][CH:26]=[C:21]3[N:20]([CH2:27][CH3:28])[N:19]=2)=[CH:14][CH:13]=1)=[O:11].CI.[C:31]([O-])([O-])=O.[K+].[K+].O. (8) Given the product [CH2:1]([C:3]1[CH:8]=[CH:7][C:6]([C:9]([N:11]2[CH2:12][CH2:13][C:14]3([O:15][C:16]4[CH:26]=[C:25]([CH:27]=[O:28])[CH:24]=[CH:23][C:17]=4[N:18]4[CH:22]=[CH:21][CH:20]=[C:19]34)[CH2:29][CH2:30]2)=[O:10])=[CH:5][C:4]=1[O:31][CH3:32])[CH3:2], predict the reactants needed to synthesize it. The reactants are: [CH2:1]([C:3]1[CH:8]=[CH:7][C:6]([C:9]([N:11]2[CH2:30][CH2:29][C:14]3([C:19]4=[CH:20][CH:21]=[CH:22][N:18]4[C:17]4[CH:23]=[CH:24][C:25]([CH2:27][OH:28])=[CH:26][C:16]=4[O:15]3)[CH2:13][CH2:12]2)=[O:10])=[CH:5][C:4]=1[O:31][CH3:32])[CH3:2]. (9) Given the product [NH2:14][C:11]1[S:12][CH:13]=[C:9]([C:6]2[CH:7]=[CH:8][C:3]([C:17]3[C:16]([CH3:15])=[CH:21][CH:20]=[C:19]([NH:22][C:23]([C:25]4[CH:30]=[CH:29][N:28]=[C:27]([N:31]5[CH2:32][CH2:33][CH2:34][CH2:35]5)[CH:26]=4)=[O:24])[CH:18]=3)=[CH:4][CH:5]=2)[N:10]=1, predict the reactants needed to synthesize it. The reactants are: Br.Br[C:3]1[CH:8]=[CH:7][C:6]([C:9]2[N:10]=[C:11]([NH2:14])[S:12][CH:13]=2)=[CH:5][CH:4]=1.[CH3:15][C:16]1[CH:21]=[CH:20][C:19]([NH:22][C:23]([C:25]2[CH:30]=[CH:29][N:28]=[C:27]([N:31]3[CH2:35][CH2:34][CH2:33][CH2:32]3)[CH:26]=2)=[O:24])=[CH:18][C:17]=1B1OC(C)(C)C(C)(C)O1. (10) Given the product [NH2:8][C:6]1[N:7]=[C:2]([C:26]2[CH:25]=[CH:24][C:21]([C:22]#[N:23])=[C:20]([F:19])[CH:27]=2)[CH:3]=[C:4]([NH:9][CH:10]2[C:18]3[C:13](=[CH:14][CH:15]=[CH:16][CH:17]=3)[CH2:12][CH2:11]2)[N:5]=1, predict the reactants needed to synthesize it. The reactants are: Cl[C:2]1[N:7]=[C:6]([NH2:8])[N:5]=[C:4]([NH:9][CH:10]2[C:18]3[C:13](=[CH:14][CH:15]=[CH:16][CH:17]=3)[CH2:12][CH2:11]2)[CH:3]=1.[F:19][C:20]1[CH:27]=[C:26](B2OC(C)(C)C(C)(C)O2)[CH:25]=[CH:24][C:21]=1[C:22]#[N:23].C([O-])(O)=O.[Na+].